Dataset: Full USPTO retrosynthesis dataset with 1.9M reactions from patents (1976-2016). Task: Predict the reactants needed to synthesize the given product. (1) Given the product [CH2:16]([N:23]1[CH2:28][CH2:27][CH2:26][C:25]([O:15][C:12]2[CH:11]=[CH:10][C:9]([C:3]3[CH:4]=[CH:5][CH:6]=[CH:7][CH:8]=3)=[CH:14][CH:13]=2)([C:38]([OH:34])=[O:1])[CH2:24]1)[C:17]1[CH:22]=[CH:21][CH:20]=[CH:19][CH:18]=1, predict the reactants needed to synthesize it. The reactants are: [OH-:1].[Na+].[C:3]1([C:9]2[CH:14]=[CH:13][C:12]([OH:15])=[CH:11][CH:10]=2)[CH:8]=[CH:7][CH:6]=[CH:5][CH:4]=1.[CH2:16]([N:23]1[CH2:28][CH2:27][CH2:26][C:25](=O)[CH2:24]1)[C:17]1[CH:22]=[CH:21][CH:20]=[CH:19][CH:18]=1.C(Cl)(Cl)Cl.[O:34]1[CH2:38]CCC1. (2) Given the product [CH2:31]([N:20]([CH2:18][CH3:19])[CH2:21][CH2:22][O:23][C:24]1[CH:25]=[CH:26][C:27]([NH:28][C:11]2[N:12]=[CH:13][C:8]3[CH:7]=[CH:6][C:5](=[O:17])[N:4]([CH:1]([CH3:3])[CH3:2])[C:9]=3[N:10]=2)=[CH:29][CH:30]=1)[CH3:32], predict the reactants needed to synthesize it. The reactants are: [CH:1]([N:4]1[C:9]2[N:10]=[C:11](S(C)=O)[N:12]=[CH:13][C:8]=2[CH:7]=[CH:6][C:5]1=[O:17])([CH3:3])[CH3:2].[CH2:18]([N:20]([CH2:31][CH3:32])[CH2:21][CH2:22][O:23][C:24]1[CH:30]=[CH:29][C:27]([NH2:28])=[CH:26][CH:25]=1)[CH3:19].